Dataset: Full USPTO retrosynthesis dataset with 1.9M reactions from patents (1976-2016). Task: Predict the reactants needed to synthesize the given product. (1) Given the product [N:18]([C:12]1[CH:11]=[CH:10][CH:9]=[CH:8][CH:7]=1)=[N:19][C:25]1[CH:24]=[CH:10][CH:9]=[CH:8][CH:7]=1, predict the reactants needed to synthesize it. The reactants are: [CH2:7](S)[CH2:8][CH2:9][CH2:10][CH2:11][CH2:12][CH2:7][CH2:8][CH2:9][CH2:10][CH2:11][CH3:12].CO.[OH-].[Na+].[N:18]#[N:19].C(O[CH2:24][CH3:25])(=O)C. (2) Given the product [Cl:1][C:2]1[CH:7]=[C:6]([Cl:8])[C:5]([O:9][CH3:10])=[CH:4][C:3]=1[N:11]1[CH2:12][CH2:13][CH:14]([CH:17]([CH3:23])[CH2:18][OH:19])[CH2:15][CH2:16]1, predict the reactants needed to synthesize it. The reactants are: [Cl:1][C:2]1[CH:7]=[C:6]([Cl:8])[C:5]([O:9][CH3:10])=[CH:4][C:3]=1[N:11]1[CH2:16][CH2:15][CH:14]([CH:17]([CH3:23])[C:18](OCC)=[O:19])[CH2:13][CH2:12]1.CC(C[AlH]CC(C)C)C.